This data is from Reaction yield outcomes from USPTO patents with 853,638 reactions. The task is: Predict the reaction yield, written as a fraction of the theoretical maximum amount of product (1.0 means a 100% yield; for example, 0.34 means a 34% yield). (1) The reactants are C1(P(C2C=CC=CC=2)C2C=CC=CC=2)C=CC=CC=1.[CH3:20][C:21]1[CH:29]=[C:28]([C:30]([NH:32][CH2:33][C:34]2[CH:39]=[CH:38][CH:37]=[C:36]([O:40][Si:41]([C:44]([CH3:47])([CH3:46])[CH3:45])([CH3:43])[CH3:42])[CH:35]=2)=[O:31])[CH:27]=[C:26]([CH3:48])[C:22]=1[C:23](O)=[O:24].ClN1C(=O)CCC1=O.[CH3:57][O:58][C:59](=[O:68])[CH:60]([P:62]([O:66][CH3:67])([O:64][CH3:65])=[O:63])[NH2:61].COC(=O)C(P(OC)(OC)=O)NC(OCC1C=CC=CC=1)=O. The catalyst is ClCCl. The product is [CH3:57][O:58][C:59](=[O:68])[CH:60]([P:62]([O:64][CH3:65])([O:66][CH3:67])=[O:63])[NH:61][C:23](=[O:24])[C:22]1[C:21]([CH3:20])=[CH:29][C:28]([C:30]([NH:32][CH2:33][C:34]2[CH:39]=[CH:38][CH:37]=[C:36]([O:40][Si:41]([C:44]([CH3:47])([CH3:46])[CH3:45])([CH3:43])[CH3:42])[CH:35]=2)=[O:31])=[CH:27][C:26]=1[CH3:48]. The yield is 0.930. (2) The reactants are [CH2:1]([O:8][CH2:9][CH2:10][CH2:11][O:12][C:13]1[CH:18]=[CH:17][CH:16]=[C:15]([CH:19]=[O:20])[C:14]=1OS(C(F)(F)F)(=O)=O)[C:2]1[CH:7]=[CH:6][CH:5]=[CH:4][CH:3]=1.[B:29]1([B:29]2[O:33][C:32]([CH3:35])([CH3:34])[C:31]([CH3:37])([CH3:36])[O:30]2)[O:33][C:32]([CH3:35])([CH3:34])[C:31]([CH3:37])([CH3:36])[O:30]1.CC([O-])=O.[K+]. The catalyst is O1CCOCC1. The product is [CH2:1]([O:8][CH2:9][CH2:10][CH2:11][O:12][C:13]1[C:14]([B:29]2[O:33][C:32]([CH3:35])([CH3:34])[C:31]([CH3:37])([CH3:36])[O:30]2)=[C:15]([CH:16]=[CH:17][CH:18]=1)[CH:19]=[O:20])[C:2]1[CH:7]=[CH:6][CH:5]=[CH:4][CH:3]=1. The yield is 0.610. (3) The reactants are [CH3:1][C:2]1[N:7]=[CH:6][C:5]([C:8]2[CH:13]=[CH:12][NH:11][C:10](=[O:14])[CH:9]=2)=[CH:4][CH:3]=1.Br[C:16]1[CH:24]=[C:23]2[C:19]([C:20]3[CH2:29][CH2:28][N:27]([C:30]([O:32][C:33]([CH3:36])([CH3:35])[CH3:34])=[O:31])[CH2:26][C:21]=3[N:22]2[CH3:25])=[CH:18][CH:17]=1. No catalyst specified. The product is [CH3:25][N:22]1[C:23]2[C:19](=[CH:18][CH:17]=[C:16]([N:11]3[CH:12]=[CH:13][C:8]([C:5]4[CH:6]=[N:7][C:2]([CH3:1])=[CH:3][CH:4]=4)=[CH:9][C:10]3=[O:14])[CH:24]=2)[C:20]2[CH2:29][CH2:28][N:27]([C:30]([O:32][C:33]([CH3:36])([CH3:35])[CH3:34])=[O:31])[CH2:26][C:21]1=2. The yield is 0.550. (4) The reactants are I[C:2]1[CH:3]=[C:4]([N:11]2[CH2:16][CH2:15][CH2:14][CH2:13][CH2:12]2)[CH:5]=[C:6]([N+:8]([O-:10])=[O:9])[CH:7]=1.[F:17][C:18]1[CH:23]=[C:22]([F:24])[CH:21]=[CH:20][C:19]=1B(O)O.C([O-])([O-])=O.[Na+].[Na+]. The catalyst is C1C=CC([P]([Pd]([P](C2C=CC=CC=2)(C2C=CC=CC=2)C2C=CC=CC=2)([P](C2C=CC=CC=2)(C2C=CC=CC=2)C2C=CC=CC=2)[P](C2C=CC=CC=2)(C2C=CC=CC=2)C2C=CC=CC=2)(C2C=CC=CC=2)C2C=CC=CC=2)=CC=1.COCCOC.O. The product is [F:17][C:18]1[CH:23]=[C:22]([F:24])[CH:21]=[CH:20][C:19]=1[C:2]1[CH:7]=[C:6]([N+:8]([O-:10])=[O:9])[CH:5]=[C:4]([N:11]2[CH2:16][CH2:15][CH2:14][CH2:13][CH2:12]2)[CH:3]=1. The yield is 1.00.